This data is from Forward reaction prediction with 1.9M reactions from USPTO patents (1976-2016). The task is: Predict the product of the given reaction. (1) Given the reactants [Cl:1][C:2]1[CH:6]=[C:5]([C:7](Cl)=[O:8])[NH:4][C:3]=1[C:10]([O:12][CH3:13])=[O:11].[N:14]1([CH2:19][CH2:20][NH2:21])[CH2:18][CH2:17][CH2:16][CH2:15]1.C([O-])(O)=O.[Na+], predict the reaction product. The product is: [Cl:1][C:2]1[CH:6]=[C:5]([C:7]([NH:21][CH2:20][CH2:19][N:14]2[CH2:18][CH2:17][CH2:16][CH2:15]2)=[O:8])[NH:4][C:3]=1[C:10]([O:12][CH3:13])=[O:11]. (2) Given the reactants [CH2:1](O)[CH2:2][CH:3]=[CH2:4].[C:6]1(=[O:10])[CH2:9][CH2:8][CH2:7]1.C(Cl)Cl.[CH3:14][S:15]([OH:18])(=[O:17])=[O:16], predict the reaction product. The product is: [CH3:14][S:15]([O:18][CH:3]1[CH2:4][C:6]2([CH2:9][CH2:8][CH2:7]2)[O:10][CH2:1][CH2:2]1)(=[O:17])=[O:16]. (3) Given the reactants [CH:1]1([C:4]([OH:6])=O)[CH2:3][CH2:2]1.C1N=CN(C(N2C=NC=C2)=O)C=1.Cl.Cl.[CH3:21][N:22]1[C:26]2[CH:27]=[CH:28][CH:29]=[CH:30][C:25]=2[N:24]=[C:23]1[C:31]1[CH:36]=[CH:35][CH:34]=[C:33]([N:37]2[CH2:42][CH2:41][NH:40][CH2:39][CH2:38]2)[CH:32]=1, predict the reaction product. The product is: [CH:1]1([C:4]([N:40]2[CH2:41][CH2:42][N:37]([C:33]3[CH:34]=[CH:35][CH:36]=[C:31]([C:23]4[N:22]([CH3:21])[C:26]5[CH:27]=[CH:28][CH:29]=[CH:30][C:25]=5[N:24]=4)[CH:32]=3)[CH2:38][CH2:39]2)=[O:6])[CH2:3][CH2:2]1. (4) Given the reactants FC(F)(F)C(O)=O.FC(F)(F)C(O)=O.[CH3:15][N:16]1[C:21]2[N:22]=[C:23]([N:27]3[CH2:32][CH2:31][NH:30][CH2:29][CH2:28]3)[NH:24][C:25](=[O:26])[C:20]=2[CH2:19][CH2:18][CH2:17]1.C(N(CC)CC)C.[I-].[Na+].Cl[CH2:43][C:44]1[CH:49]=[N:48][CH:47]=[CH:46][N:45]=1, predict the reaction product. The product is: [CH3:15][N:16]1[C:21]2[N:22]=[C:23]([N:27]3[CH2:32][CH2:31][N:30]([CH2:43][C:44]4[CH:49]=[N:48][CH:47]=[CH:46][N:45]=4)[CH2:29][CH2:28]3)[NH:24][C:25](=[O:26])[C:20]=2[CH2:19][CH2:18][CH2:17]1. (5) The product is: [ClH:45].[ClH:45].[NH2:26][C@@H:6]([CH2:5][C:4]1[CH:34]=[C:35]([F:37])[CH:36]=[C:2]([F:1])[CH:3]=1)[C@H:7]([OH:25])[CH2:8][NH:9][C:10]1([C:16]2[CH:21]=[CH:20][CH:19]=[C:18]([CH:22]([CH3:24])[CH3:23])[CH:17]=2)[CH2:11][CH2:12][CH2:13][CH2:14][CH2:15]1. Given the reactants [F:1][C:2]1[CH:3]=[C:4]([CH:34]=[C:35]([F:37])[CH:36]=1)[CH2:5][C@H:6]([NH:26]C(=O)OC(C)(C)C)[C@H:7]([OH:25])[CH2:8][NH:9][C:10]1([C:16]2[CH:21]=[CH:20][CH:19]=[C:18]([CH:22]([CH3:24])[CH3:23])[CH:17]=2)[CH2:15][CH2:14][CH2:13][CH2:12][CH2:11]1.FC(F)(F)C(O)=O.[ClH:45], predict the reaction product. (6) Given the reactants [C:1]([O:5][C:6]([N:8]1[CH2:13][CH2:12][N:11]([C:14]2C(=O)N(CC(C)C)N=C(C3C=CC(C)=C(F)C=3)C=2C)[CH2:10][CH2:9]1)=[O:7])([CH3:4])([CH3:3])[CH3:2].[CH:34]1([CH2:37][N:38]2[C:43](=[O:44])[C:42](COS(C)(=O)=O)=[CH:41][C:40]([C:51]3[CH:56]=[CH:55][C:54]([O:57][CH3:58])=[C:53]([F:59])[CH:52]=3)=[N:39]2)[CH2:36][CH2:35]1.N1(C(OC(C)(C)C)=O)CCNCC1, predict the reaction product. The product is: [C:1]([O:5][C:6]([N:8]1[CH2:13][CH2:12][N:11]([CH2:14][C:42]2[C:43](=[O:44])[N:38]([CH2:37][CH:34]3[CH2:36][CH2:35]3)[N:39]=[C:40]([C:51]3[CH:56]=[CH:55][C:54]([O:57][CH3:58])=[C:53]([F:59])[CH:52]=3)[CH:41]=2)[CH2:10][CH2:9]1)=[O:7])([CH3:4])([CH3:3])[CH3:2].